Dataset: Peptide-MHC class I binding affinity with 185,985 pairs from IEDB/IMGT. Task: Regression. Given a peptide amino acid sequence and an MHC pseudo amino acid sequence, predict their binding affinity value. This is MHC class I binding data. (1) The peptide sequence is STTVKAACWW. The MHC is HLA-B08:01 with pseudo-sequence HLA-B08:01. The binding affinity (normalized) is 0. (2) The MHC is HLA-B45:01 with pseudo-sequence HLA-B45:01. The peptide sequence is KYRLKHIVW. The binding affinity (normalized) is 0. (3) The peptide sequence is IAPRSGLSL. The MHC is Mamu-A01 with pseudo-sequence Mamu-A01. The binding affinity (normalized) is 0.761. (4) The peptide sequence is KHDFIDNPL. The MHC is HLA-B39:01 with pseudo-sequence HLA-B39:01. The binding affinity (normalized) is 0.215. (5) The peptide sequence is ETIEILRNY. The MHC is HLA-A02:19 with pseudo-sequence HLA-A02:19. The binding affinity (normalized) is 0.0847. (6) The peptide sequence is SQQPVQMLY. The MHC is HLA-A01:01 with pseudo-sequence HLA-A01:01. The binding affinity (normalized) is 0.213.